This data is from Full USPTO retrosynthesis dataset with 1.9M reactions from patents (1976-2016). The task is: Predict the reactants needed to synthesize the given product. (1) Given the product [CH3:17][Si:14]([O:71][C:1](=[O:2])[N:8]([CH3:9])[CH2:12][C:11]1[CH:46]=[CH:47][C:42]([C:40]([NH:39][C:28]2[CH:29]=[C:30]([C:33]3[CH:38]=[CH:37][CH:36]=[CH:35][CH:34]=3)[CH:31]=[CH:32][C:27]=2[NH2:23])=[O:41])=[CH:43][CH:44]=1)([CH3:15])[CH3:16], predict the reactants needed to synthesize it. The reactants are: [C:1]([N:8]1[CH:12]=[CH:11]N=[CH:9]1)(N1C=CN=C1)=[O:2].C[Si:14]([CH2:17]O)([CH3:16])[CH3:15].CC([N:23]([C:27]1[CH:32]=[CH:31][C:30]([C:33]2[CH:38]=[CH:37][CH:36]=[CH:35][CH:34]=2)=[CH:29][C:28]=1[NH:39][C:40]([C:42]1[CH:47]=[CH:46]C(CN)=[CH:44][CH:43]=1)=[O:41])C(=O)[O-])(C)C.C1CCN2C(=NCCC2)CC1.C(N(CC)CC)C.C1C[O:71]CC1. (2) Given the product [Cl:12][C:13]1[C:20]([O:21][CH3:22])=[CH:19][CH:18]=[CH:17][C:14]=1[OH:6], predict the reactants needed to synthesize it. The reactants are: ClC1C=C(C=CC=1)C(OO)=[O:6].[Cl:12][C:13]1[C:20]([O:21][CH3:22])=[CH:19][CH:18]=[CH:17][C:14]=1C=O.